From a dataset of NCI-60 drug combinations with 297,098 pairs across 59 cell lines. Regression. Given two drug SMILES strings and cell line genomic features, predict the synergy score measuring deviation from expected non-interaction effect. (1) Drug 1: CN(C)N=NC1=C(NC=N1)C(=O)N. Drug 2: CC1=C2C(C(=O)C3(C(CC4C(C3C(C(C2(C)C)(CC1OC(=O)C(C(C5=CC=CC=C5)NC(=O)OC(C)(C)C)O)O)OC(=O)C6=CC=CC=C6)(CO4)OC(=O)C)O)C)O. Cell line: SF-268. Synergy scores: CSS=5.21, Synergy_ZIP=-3.62, Synergy_Bliss=-1.53, Synergy_Loewe=-28.3, Synergy_HSA=-5.89. (2) Drug 1: CCC(=C(C1=CC=CC=C1)C2=CC=C(C=C2)OCCN(C)C)C3=CC=CC=C3.C(C(=O)O)C(CC(=O)O)(C(=O)O)O. Drug 2: CC1C(C(CC(O1)OC2CC(CC3=C2C(=C4C(=C3O)C(=O)C5=C(C4=O)C(=CC=C5)OC)O)(C(=O)CO)O)N)O.Cl. Cell line: NCIH23. Synergy scores: CSS=42.2, Synergy_ZIP=3.23, Synergy_Bliss=6.23, Synergy_Loewe=-5.11, Synergy_HSA=5.68. (3) Drug 1: CS(=O)(=O)C1=CC(=C(C=C1)C(=O)NC2=CC(=C(C=C2)Cl)C3=CC=CC=N3)Cl. Drug 2: C1C(C(OC1N2C=C(C(=O)NC2=O)F)CO)O. Cell line: K-562. Synergy scores: CSS=24.5, Synergy_ZIP=-5.63, Synergy_Bliss=-8.25, Synergy_Loewe=-17.0, Synergy_HSA=-4.42. (4) Drug 1: CC1=C2C(C(=O)C3(C(CC4C(C3C(C(C2(C)C)(CC1OC(=O)C(C(C5=CC=CC=C5)NC(=O)C6=CC=CC=C6)O)O)OC(=O)C7=CC=CC=C7)(CO4)OC(=O)C)O)C)OC(=O)C. Drug 2: C1CC(=O)NC(=O)C1N2C(=O)C3=CC=CC=C3C2=O. Cell line: HCC-2998. Synergy scores: CSS=59.0, Synergy_ZIP=-1.34, Synergy_Bliss=-3.49, Synergy_Loewe=-53.8, Synergy_HSA=-6.07. (5) Drug 1: CC1CCC2CC(C(=CC=CC=CC(CC(C(=O)C(C(C(=CC(C(=O)CC(OC(=O)C3CCCCN3C(=O)C(=O)C1(O2)O)C(C)CC4CCC(C(C4)OC)O)C)C)O)OC)C)C)C)OC. Drug 2: CC1=C2C(C(=O)C3(C(CC4C(C3C(C(C2(C)C)(CC1OC(=O)C(C(C5=CC=CC=C5)NC(=O)C6=CC=CC=C6)O)O)OC(=O)C7=CC=CC=C7)(CO4)OC(=O)C)O)C)OC(=O)C. Cell line: SK-MEL-5. Synergy scores: CSS=8.32, Synergy_ZIP=-3.98, Synergy_Bliss=-7.72, Synergy_Loewe=-11.0, Synergy_HSA=-6.57. (6) Drug 1: C1=NC2=C(N1)C(=S)N=C(N2)N. Drug 2: CC1=C(C=C(C=C1)NC(=O)C2=CC=C(C=C2)CN3CCN(CC3)C)NC4=NC=CC(=N4)C5=CN=CC=C5. Cell line: HL-60(TB). Synergy scores: CSS=43.2, Synergy_ZIP=1.34, Synergy_Bliss=2.49, Synergy_Loewe=-18.7, Synergy_HSA=-1.85.